This data is from Full USPTO retrosynthesis dataset with 1.9M reactions from patents (1976-2016). The task is: Predict the reactants needed to synthesize the given product. (1) Given the product [OH:14][C:5]1[CH:6]=[C:7]([O:10][CH2:11][CH2:12][O:25][N:24]=[C:22]([C:16]2[CH:21]=[CH:20][CH:19]=[CH:18][CH:17]=2)[CH3:23])[CH:8]=[CH:9][C:4]=1[C:3]([OH:2])=[O:15], predict the reactants needed to synthesize it. The reactants are: C[O:2][C:3](=[O:15])[C:4]1[CH:9]=[CH:8][C:7]([O:10][CH2:11][CH2:12]Br)=[CH:6][C:5]=1[OH:14].[C:16]1([C:22](=[N:24][OH:25])[CH3:23])[CH:21]=[CH:20][CH:19]=[CH:18][CH:17]=1. (2) Given the product [CH:34]1([CH2:33][CH2:32][O:31][C:27]2[CH:26]=[C:25]([CH:30]=[CH:29][CH:28]=2)[C:24]([N:21]2[CH2:22][CH2:23][N:18]([C:16]([NH:15][C:12]3[N:13]=[N:14][C:9]([OH:8])=[CH:10][CH:11]=3)=[O:17])[CH2:19][CH2:20]2)=[O:40])[CH2:39][CH2:38][CH2:37][CH2:36][CH2:35]1, predict the reactants needed to synthesize it. The reactants are: C([O:8][C:9]1[N:14]=[N:13][C:12]([NH:15][C:16]([N:18]2[CH2:23][CH2:22][N:21]([C:24](=[O:40])[C:25]3[CH:30]=[CH:29][CH:28]=[C:27]([O:31][CH2:32][CH2:33][CH:34]4[CH2:39][CH2:38][CH2:37][CH2:36][CH2:35]4)[CH:26]=3)[CH2:20][CH2:19]2)=[O:17])=[CH:11][CH:10]=1)C1C=CC=CC=1.CO. (3) Given the product [Cl:1][C:2]1[S:6][C:5]([C:7]([NH:9][C:10]2([C:15]([OH:17])=[O:16])[CH2:14][CH2:13][O:12][CH2:11]2)=[O:8])=[CH:4][CH:3]=1, predict the reactants needed to synthesize it. The reactants are: [Cl:1][C:2]1[S:6][C:5]([C:7]([NH:9][C:10]2([C:15]([O:17]CC3C=CC=CC=3)=[O:16])[CH2:14][CH2:13][O:12][CH2:11]2)=[O:8])=[CH:4][CH:3]=1.[OH-].[Na+]. (4) Given the product [N:23]1([NH:28][C:29]([C:31]2[CH:36]=[N:35][C:34]([C:37]3[CH:42]=[CH:41][CH:40]=[CH:39][CH:38]=3)=[N:33][CH:32]=2)=[O:30])[CH2:24][CH2:25][CH2:26][CH2:27]1, predict the reactants needed to synthesize it. The reactants are: Cl.N1(N)CCCC1.COC(=O)CCC1C(=O)N(N)C(=O)NC=1.[N:23]1([NH:28][C:29]([C:31]2[CH:32]=[N:33][C:34]([C:37]3[CH:42]=[CH:41][CH:40]=[C:39](F)[CH:38]=3)=[N:35][CH:36]=2)=[O:30])[CH2:27][CH2:26][CH2:25][CH2:24]1. (5) Given the product [CH3:1][O:2][C:3](=[O:24])[CH2:4][CH2:5][CH2:6][CH2:7][CH2:8][O:9][C:10]1[CH:15]=[CH:14][C:13]2[N:16]=[C:25]([SH:26])[N:17]([C:18]3[CH:19]=[CH:20][CH:21]=[CH:22][CH:23]=3)[C:12]=2[CH:11]=1, predict the reactants needed to synthesize it. The reactants are: [CH3:1][O:2][C:3](=[O:24])[CH2:4][CH2:5][CH2:6][CH2:7][CH2:8][O:9][C:10]1[CH:15]=[CH:14][C:13]([NH2:16])=[C:12]([NH:17][C:18]2[CH:23]=[CH:22][CH:21]=[CH:20][CH:19]=2)[CH:11]=1.[C:25](=S)=[S:26].C(=O)(O)[O-].[Na+]. (6) Given the product [C:3]([C:5]1[CH:10]=[CH:9][C:8]([CH2:11][CH2:12][C:13]2[CH:18]=[CH:17][C:16]([NH:19][C:20]([C:22]3[C:26]4[CH2:27][CH2:28][CH2:29][CH2:30][C:25]=4[S:24][C:23]=3[NH:31][C:32]([C:34]3[CH:35]=[C:36]([S:40]([N:43]4[CH2:50][CH2:49][CH2:48][C@@:44]4([CH3:51])[C:45]([OH:47])=[O:46])(=[O:41])=[O:42])[CH:37]=[CH:38][CH:39]=3)=[O:33])=[O:21])=[CH:15][CH:14]=2)=[CH:7][CH:6]=1)([OH:4])=[O:2], predict the reactants needed to synthesize it. The reactants are: C[O:2][C:3]([C:5]1[CH:10]=[CH:9][C:8]([CH2:11][CH2:12][C:13]2[CH:18]=[CH:17][C:16]([NH:19][C:20]([C:22]3[C:26]4[CH2:27][CH2:28][CH2:29][CH2:30][C:25]=4[S:24][C:23]=3[NH:31][C:32]([C:34]3[CH:35]=[C:36]([S:40]([N:43]4[CH2:50][CH2:49][CH2:48][C@@:44]4([CH3:51])[C:45]([OH:47])=[O:46])(=[O:42])=[O:41])[CH:37]=[CH:38][CH:39]=3)=[O:33])=[O:21])=[CH:15][CH:14]=2)=[CH:7][CH:6]=1)=[O:4].[OH-].[Na+].